Dataset: Orexin1 receptor HTS with 218,158 compounds and 233 confirmed actives. Task: Binary Classification. Given a drug SMILES string, predict its activity (active/inactive) in a high-throughput screening assay against a specified biological target. (1) The compound is O1c2c(OC1)ccc(c1onc(c1)C(=O)NCCc1ccccc1)c2. The result is 0 (inactive). (2) The compound is O=C(N1CCN(CC1)c1c(c(ccc1)C)C)/C=C\c1occc1. The result is 0 (inactive). (3) The drug is Clc1ccc(OCC(=O)N2CCN(CC2)Cc2cc3OCOc3cc2)cc1. The result is 0 (inactive).